Regression. Given two drug SMILES strings and cell line genomic features, predict the synergy score measuring deviation from expected non-interaction effect. From a dataset of NCI-60 drug combinations with 297,098 pairs across 59 cell lines. (1) Drug 1: C1C(C(OC1N2C=NC3=C(N=C(N=C32)Cl)N)CO)O. Drug 2: CC1=C2C(C(=O)C3(C(CC4C(C3C(C(C2(C)C)(CC1OC(=O)C(C(C5=CC=CC=C5)NC(=O)C6=CC=CC=C6)O)O)OC(=O)C7=CC=CC=C7)(CO4)OC(=O)C)O)C)OC(=O)C. Cell line: EKVX. Synergy scores: CSS=5.73, Synergy_ZIP=-1.84, Synergy_Bliss=-1.74, Synergy_Loewe=-19.5, Synergy_HSA=-5.60. (2) Drug 1: CCC1=CC2CC(C3=C(CN(C2)C1)C4=CC=CC=C4N3)(C5=C(C=C6C(=C5)C78CCN9C7C(C=CC9)(C(C(C8N6C)(C(=O)OC)O)OC(=O)C)CC)OC)C(=O)OC.C(C(C(=O)O)O)(C(=O)O)O. Cell line: DU-145. Synergy scores: CSS=39.8, Synergy_ZIP=0.303, Synergy_Bliss=0.197, Synergy_Loewe=-17.8, Synergy_HSA=-0.442. Drug 2: CCC(=C(C1=CC=CC=C1)C2=CC=C(C=C2)OCCN(C)C)C3=CC=CC=C3.C(C(=O)O)C(CC(=O)O)(C(=O)O)O.